The task is: Predict the reactants needed to synthesize the given product.. This data is from Full USPTO retrosynthesis dataset with 1.9M reactions from patents (1976-2016). (1) Given the product [C:8]([C:7]1[C:2]([NH:1][C:13](=[O:14])[CH3:12])=[N:3][C:4]([S:10][CH3:11])=[N:5][CH:6]=1)#[N:9], predict the reactants needed to synthesize it. The reactants are: [NH2:1][C:2]1[C:7]([C:8]#[N:9])=[CH:6][N:5]=[C:4]([S:10][CH3:11])[N:3]=1.[CH3:12][C:13](OC(C)=O)=[O:14]. (2) Given the product [CH2:12]([C:13]1([OH:3])[CH2:14][CH2:15][CH2:16][CH2:17][CH2:18]1)[CH2:11][CH2:10][CH2:9][CH2:8][CH2:7][CH2:6][CH2:5][CH3:4], predict the reactants needed to synthesize it. The reactants are: C1[O:3]C1.[CH3:4][CH2:5][CH2:6][CH2:7][CH2:8][CH2:9][CH2:10][CH2:11][CH2:12][C:13]1[CH:14]=[CH:15][C:16](O)=[CH:17][CH:18]=1. (3) Given the product [C:20]1([C:26]#[C:27][C:28]2[CH:46]=[CH:45][C:31]([C:32]([NH:34][C:35]3[CH:40]=[CH:39][CH:38]=[CH:37][C:36]=3[S:41]([NH:42][C:12](=[O:19])[CH2:13]/[CH:14]=[CH:15]/[CH2:16][CH3:17])(=[O:43])=[O:44])=[O:33])=[CH:30][CH:29]=2)[CH:21]=[CH:22][CH:23]=[CH:24][CH:25]=1, predict the reactants needed to synthesize it. The reactants are: S(Cl)(C1C=CC(C)=CC=1)(=O)=O.[C:12]([OH:19])(=O)[CH2:13][CH:14]=[CH:15][CH2:16][CH3:17].[C:20]1([C:26]#[C:27][C:28]2[CH:46]=[CH:45][C:31]([C:32]([NH:34][C:35]3[CH:40]=[CH:39][CH:38]=[CH:37][C:36]=3[S:41](=[O:44])(=[O:43])[NH2:42])=[O:33])=[CH:30][CH:29]=2)[CH:25]=[CH:24][CH:23]=[CH:22][CH:21]=1. (4) Given the product [OH:12][C@H:13]1[CH2:17][N:16]([C:8](=[O:10])[CH2:7][C:5]2[O:4][N:3]=[C:2]([CH3:1])[CH:6]=2)[C@H:15]([C:18]([O:20][CH2:21][C:22]2[CH:27]=[CH:26][CH:25]=[CH:24][CH:23]=2)=[O:19])[CH2:14]1, predict the reactants needed to synthesize it. The reactants are: [CH3:1][C:2]1[CH:6]=[C:5]([CH2:7][C:8]([OH:10])=O)[O:4][N:3]=1.Cl.[OH:12][C@H:13]1[CH2:17][NH:16][C@H:15]([C:18]([O:20][CH2:21][C:22]2[CH:27]=[CH:26][CH:25]=[CH:24][CH:23]=2)=[O:19])[CH2:14]1.CCN(C(C)C)C(C)C.CN(C(ON1N=NC2C=CC=NC1=2)=[N+](C)C)C.F[P-](F)(F)(F)(F)F.C(=O)(O)[O-].[Na+]. (5) Given the product [Br:1][C:2]1[CH:9]=[CH:8][C:5](/[CH:6]=[CH:13]/[N+:10]([O-:12])=[O:11])=[CH:4][CH:3]=1, predict the reactants needed to synthesize it. The reactants are: [Br:1][C:2]1[CH:9]=[CH:8][C:5]([CH:6]=O)=[CH:4][CH:3]=1.[N+:10]([CH3:13])([O-:12])=[O:11].C([O-])(=O)C.[NH4+].C(O)(=O)C. (6) Given the product [C:8]([O:7][C:1]([N:32]1[CH2:31][CH2:30][NH:29][CH:28]([CH:15]([C:16]2[CH:21]=[CH:20][CH:19]=[CH:18][CH:17]=2)[C:22]2[CH:27]=[CH:26][CH:25]=[CH:24][CH:23]=2)[CH2:33]1)=[O:12])([CH3:9])([CH3:10])[CH3:11], predict the reactants needed to synthesize it. The reactants are: [C:1](=[O:12])([O:7][C:8]([CH3:11])([CH3:10])[CH3:9])OC(C)(C)C.Cl.Cl.[CH:15]([CH:28]1[CH2:33][NH:32][CH2:31][CH2:30][NH:29]1)([C:22]1[CH:27]=[CH:26][CH:25]=[CH:24][CH:23]=1)[C:16]1[CH:21]=[CH:20][CH:19]=[CH:18][CH:17]=1.C(N(CC)C(C)C)(C)C. (7) Given the product [CH2:7]([N:5]1[N:4]=[N:3][C:2]([NH:1][C:25]([CH:23]2[C:24]3[C:11]([O:10][CH3:9])=[CH:12][CH:13]=[CH:14][C:15]=3[O:16][C:17]3[C:22]2=[CH:21][CH:20]=[CH:19][CH:18]=3)=[O:26])=[N:6]1)[CH3:8], predict the reactants needed to synthesize it. The reactants are: [NH2:1][C:2]1[N:3]=[N:4][N:5]([CH2:7][CH3:8])[N:6]=1.[CH3:9][O:10][C:11]1[C:24]2[CH:23]([C:25](Cl)=[O:26])[C:22]3[C:17](=[CH:18][CH:19]=[CH:20][CH:21]=3)[O:16][C:15]=2[CH:14]=[CH:13][CH:12]=1.